This data is from Human Reference Interactome with 51,813 positive PPI pairs across 8,248 proteins, plus equal number of experimentally-validated negative pairs. The task is: Binary Classification. Given two protein amino acid sequences, predict whether they physically interact or not. (1) Protein 1 (ENSG00000114279) has sequence MESKEPQLKGIVTRLFSQQGYFLQMHPDGTIDGTKDENSDYTLFNLIPVGLRVVAIQGVKASLYVAMNGEGYLYSSDVFTPECKFKESVFENYYVIYSSTLYRQQESMESKEPQLKGIVTRLFSQQGYFLQMHPDGTIDGTKDENSDYTLFNLIPVGLRVVAIQGVKASLYVAMNGEGYLYSSDVFTPECKFKESVFENYYVIYSSTLYRQQESGRAWFLGLNKEGQIMKGNRVKKTKPSSHFVPKPIEVCMYREPSLHEIGEKQGRSRKSSGTPTMNGGKVVNQDST*MAAAIASSLIR.... Protein 2 (ENSG00000155974) has sequence MIAVSFKCRCQILRRLTKDESPYTKSASQTKPPDGALAVRRQSIPEEFKGSTVVELMKKEGTTLGLTVSGGIDKDGKPRVSNLRQGGIAARSDQLDVGDYIKAVNGINLAKFRHDEIISLLKNVGERVVLEVEYELPPVSVQGSSVIFRTVEVTLHKEGNTFGFVIRGGAHDDRNKSRPVVITCVRPGGPADREGTIKPGDRLLSVDGIRLLGTTHAEAMSILKQCGQEAALLIEYDVSVMDSVATASGPLLVEVAKTPGASLGVALTTSMCCNKQVIVIDKIKSASIADRCGALHVGDH.... Result: 1 (the proteins interact). (2) Protein 1 (ENSG00000055211) has sequence MEGAPPGSLALRLLLFVALPASGWLTTGAPEPPPLSGAPQDGIRINVTTLKDDGDISKQQVVLNITYESGQVYVNDLPVNSGVTRISCQTLIVKNENLENLEEKEYFGIVSVRILVHEWPMTSGSSLQLIVIQEEVVEIDGKQVQQKDVTEIDILVKNRGVLRHSNYTLPLEESMLYSISRDSDILFTLPNLSKKESVSSLQTTSQYLIRNVETTVDEDVLPGKLPETPLRAEPPSSYKVMCQWMEKFRKDLCRFWSNVFPVFFQFLNIMVVGITGAAVVITILKVFFPVSEYKGILQLD.... Protein 2 (ENSG00000188822) has sequence MEECWVTEIANGSKDGLDSNPMKDYMILSGPQKTAVAVLCTLLGLLSALENVAVLYLILSSHQLRRKPSYLFIGSLAGADFLASVVFACSFVNFHVFHGVDSKAVFLLKIGSVTMTFTASVGSLLLTAIDRYLCLRYPPSYKALLTRGRALVTLGIMWVLSALVSYLPLMGWTCCPRPCSELFPLIPNDYLLSWLLFIAFLFSGIIYTYGHVLWKAHQHVASLSGHQDRQVPGMARMRLDVRLAKTLGLVLAVLLICWFPVLALMAHSLATTLSDQVKKAFAFCSMLCLINSMVNPVIYA.... Result: 0 (the proteins do not interact). (3) Protein 1 (ENSG00000133606) has sequence MAEAATPGTTATTSGAGAAAATAAAASPTPIPTVTAPSLGAGGGGGGSDGSGGGWTKQVTCRYFMHGVCKEGDNCRYSHDLSDSPYSVVCKYFQRGYCIYGDRCRYEHSKPLKQEEATATELTTKSSLAASSSLSSIVGPLVEMNTGEAESRNSNFATVGAGSEDWVNAIEFVPGQPYCGRTAPSCTEAPLQGSVTKEESEKEQTAVETKKQLCPYAAVGECRYGENCVYLHGDSCDMCGLQVLHPMDAAQRSQHIKSCIEAHEKDMELSFAVQRSKDMVCGICMEVVYEKANPSERRFG.... Protein 2 (ENSG00000145439) has sequence MDKVCAVFGGSRGIGRAVAQLMARKGYRLAVIARNLEGAKAAAGDLGGDHLAFSCDVAKEHDVQNTFEELEKHLGRVNFLVNAAGINRDGLLVRTKTEDMVSQLHTNLLGSMLTCKAAMRTMIQQQGGSIVNVGSIVGLKGNSGQSVYSASKGGLVGFSRALAKEVARKKIRVNVVAPGFVHTDMTKDLKEEHLKKNIPLGRFGETIEVAHAVVFLLESPYITGHVLVVDGGLQLIL*MDKVCAVFGGSRGIGRAVAQLMARKGYRLAVIARNLEGAKAAAGDLGGLPIMLPVLDPNS*M.... Result: 0 (the proteins do not interact). (4) Protein 1 (ENSG00000182518) has sequence MGGCPVRKRRRNGSKEGNHHSTQPKRNKRNPIFQDSQDTEVFSWSDNERSSSRINIPERASGPEGNLNQIVTEPDANFPQFLHEGLSKPVYVINWFMSFGPEIKLNTSQQGRNQAV*MGGCPVRKRRRNGSKEGNHHSTQPKRNKRNPIFQDSQDTEFSWSDNERSSSRINIPERASGPEGNLNQIVTEPDANFPQFLHEGLSKPVYVINWFMSFGPEIKLNTSQQGRNQAV*MGGCPVRKRRRNGSKEGNHHSTQPKRNKRNPIFQDSQDTEVFSWSDNERSSSRINIPERASGPEGNL.... Protein 2 (ENSG00000154114) has sequence MDQPSGRSFMQVLCEKYSPENFPYRRGPGMGVHVPATPQGSPMKDRLNLPSVLVLNSCGITCAGDEKEIAAFCAHVSELDLSDNKLEDWHEKEHVLGPSLGFANLSSTTAKLLGRRST*MDQPSGRSFMQVLCEKYSPENFPYRRGPGMGVHVPATPQGSPMKDRLNLPSVLVLNSCGITCAGDEKEIAAFCAHVSELDLSDNKLEDWHEVSKIVSNVPQLEFLNLSSNPLNLSVLERTCAGSFSGVRKLVLNNSKASWETVHMILQELPDLEELFLCLNDYETVSCPSICCHSLKLLHI.... Result: 0 (the proteins do not interact). (5) Protein 1 (ENSG00000155313) has sequence MTVEQNVLQQSAAQKHQQTFLNQLREITGINDTQILQQALKDSNGNLELAVAFLTAKNAKTPQQEETTYYQTALPGNDRYISVGSQADTNVIDLTGDDKDDLQRAIALSLAESNRAFRETGITDEEQAISRVLEASIAENKACLKRTPTEVWRDSRNPYDRKRQDKAPVGLKNVGNTCWFSAVIQSLFNLLEFRRLVLNYKPPSNAQDLPRNQKEHRNLPFMRELRYLFALLVGTKRKYVDPSRAVEILKDAFKSNDSQQQDVSEFTHKLLDWLEDAFQMKAEEETDEEKPKNPMVELFY.... Protein 2 (ENSG00000165025) has sequence MASSGMADSANHLPFFFGNITREEAEDYLVQGGMSDGLYLLRQSRNYLGGFALSVAHGRKAHHYTIERELNGTYAIAGGRTHASPADLCHYHSQESDGLVCLLKKPFNRPQGVQPKTGPFEDLKENLIREYVKQTWNLQGQALEQAIISQKPQLEKLIATTAHEKMPWFHGKISREESEQIVLIGSKTNGKFLIRARDNNGSYALCLLHEGKVLHYRIDKDKTGKLSIPEGKKFDTLWQLVEHYSYKADGLLRVLTVPCQKIGTQGNVNFGGRPQLPGSHPASSPAQGNRQESTVSFNPY.... Result: 1 (the proteins interact). (6) Protein 1 (ENSG00000136940) has sequence MTTLDDKLLGEKLQYYYSSSEDEDSDHEDKDRGRCAPASSSVPAEAELAGEGISVNTGPKGVINDWRRFKQLETEQREEQCREMERLIKKLSMTCRSHLDEEEEQQKQKDLQEKISGKMTLKEFAIMNEDQDDEEFLQQYRKQRMEEMRQQLHKGPQFKQVFEISSGEGFLDMIDKEQKSIVIMVHIYEDGIPGTEAMNGCMICLAAEYPAVKFCKVKSSVIGASSQFTRNALPALLIYKGGELIGNFVRVTDQLGDDFFAVDLEAFLQEFGLLPEKEVLVLTSVRNSATCHSEDSDLEI.... Protein 2 (ENSG00000104375) has sequence MEQPPAPKSKLKKLSEDSLTKQPEEVFDVLEKLGEGSYGSVFKAIHKESGQVVAIKQVPVESDLQEIIKEISIMQQCDSPYVVKYYGSYFKNTDLWIVMEYCGAGSVSDIIRLRNKTGFLTDTTEGSASCDLRMDLTLFHLGAEFLHYLLLYEADPLSCVFSLLVFSV*MEQPPAPKSKLKKLSEDSLTKQPEEVFDVLEKLGEGSYGSVFKAIHKESGQVVAIKQVPVESDLQEIIKEISIMQQCDSPYVVKYYGSYFKNTDLWIVMEYCGAGSVSDIIRLRNKTLIEDEIATILKSTL.... Result: 0 (the proteins do not interact). (7) Protein 1 (ENSG00000125746) has sequence MSSFGAGKTKEVIFSVEDGSVKMFLRGRPVPMMIPDELAPTYSLDTRSELPSCRLKLEWVYGYRGRDCRANLYLLPTGEIVYFVASVAVLYSVEEQRQRHYLGHNDDIKCLAIHPDMVTIATGQVAGTTKEGKPLPPHVRIWDSVSLSTLHVLGLGVFDRAVCCVGFSKSNGGNLLCAVDESNDHMLSVWDWAKETKVVDVKCSNEAVLVATFHPTDPTVLITCGKSHIYFWTLEGGSLSKRQGLFEKHEKPKYVLCVTFLEGGDVVTGDSGGNLYVWGKGGNRITQAVLGAHDGGVFGL.... Protein 2 (ENSG00000172803) has sequence METYAEVGKEGKPSCASVDLQGDSSLQVEISDAVSERDKVKFTVQTKSCLPHFAQTEFSVVRQHEEFIWLHDAYVENEEYAGLIIPPAPPRPDFEASREKLQKLGEGDSSVTREEFAKMKQELEAEYLAIFKKTVAMHEVFLQRLAAHPTLRRDHNFFVFLEYGQDLSVRGKNRKELLGGFLRNIVKSADEALITGMSGLKEVDDFFEHERTFLLEYHTRIRDACLRADRVMRAHKCLADDYIPISAALSSLGTQEVNQLRTSFLKLAELFERLRKLEGRVASDEDLKLSDMLRYYMRDS.... Result: 1 (the proteins interact). (8) Protein 1 (ENSG00000185303) has sequence MWLCPLALTLILMAASGAACEVKDVCVGSPGIPGTPGSHGLPGRDGRDGVKGDPGPPGPMGPPGETPCPPGNNGLPGAPGVPGERGEKGEAGERGPPGLPAHLDEELQATLHDFRHQILQTRGALSLQGSIMTVGEKVFSSNGQSITFDAIQEACARAGGRIAVPRNPEENEAIASFVKKYNTYAYVGLTEGPSPGDFRYSDGTPVNYTNWYRGEPAGRGKEQCVEMYTDGQWNDRNCLYSRLTICEF*MWLCPLALTLILMAASGAACEVKDVCVGSPGIPGTPGSHGLPGRDGRDGVK.... Protein 2 (ENSG00000168917) has sequence MDTSPSRKYPVKKRVKIHPNTVMVKYTSHYPQPGDDGYEEINEGYGNFMEENPKKGLLSEMKKKGRAFFGTMDTLPPPTEDPMINEIGQFQSFAEKNIFQSRKMWIVLFGSALAHGCVALITRLVSDRSKVPSLELIFIRSVFQVLSVLVVCYYQEAPFGPSGYRLRLFFYGVCNVISITCAYTSFSIVPPSNGTTMWRATTTVFSAILAFLLVDEKMAYVDMATVVCSILGVCLVMIPNIVDEDNSLLNAWKEAFGYTMTVMAGLTTALSMIVYRSIKEKISMWTALFTFGWTGTIWGI.... Result: 0 (the proteins do not interact). (9) Protein 1 (ENSG00000138813) has sequence MNLNPPTSALQIEGKGSHIMARNVSCFLVRHTPHPRRVCHIKGLNNIPICTVNDDENAFGTLWGVGQSNYLEKNRIPFANCSYPSSTAVQESPVRGMSPAPNGAKVPPRPHSEPSRKIKECFKTSSENPLVIKKEEIKAKRPPSPPKACSTPGSCSSGMTSTKNDVKANTICIPNYLDQEIKILAKLCSILHTDSLAEVLQWLLHATSKEKEWVSALIHSELAEINLLTHHRRNTSMEPAAETGKPPTVKSPPTVKLPPNFTAKSKVLTRDTEGDQPTRVSSQGSEENKEVPKEAEHKPP.... Protein 2 (ENSG00000176108) has sequence MGNLFGRKKQSRVTEQDKAILQLKQQRDKLRQYQKRIAQQLERERALARQLLRDGRKERAKLLLKKKRYQEQLLDRTENQISSLEAMVQSIEFTQIEMKVMEGLQFGNECLNKMHQVMSIEEVERILDETQEAVEYQRQIDELLAGSFTQEDEDAILEELSAITQEQIELPEVPSEPLPEKIPENVPVKARPRQAELVAAS*MVQSIEFTQIEMKVMEGLQFGNECLNKMHQVMSIEEVERILDETQEAVEYQRQIDELLAGSFTQEDEDAILEELSAITQEQIELPEVPSEPLPEKIPE.... Result: 0 (the proteins do not interact). (10) Protein 1 (ENSG00000136630) has sequence MFAAGLAPFYASNFSLWSAAYCSSAGPGGCSFPLDPAAVKKPSFCIADILHAGVGDLGAAPEGLAGASAAALTAHLGSVHPHASFQAAARSPLRPTPVVAPSEVPAGFPQRLSPLSAAYHHHHPQQQQQQQQPQQQQPPPPPRAGALQPPASGTRVVPNPHHSGSAPAPSSKDLKFGIDRILSAEFDPKVKEGNTLRDLTSLLTGGRPAGVHLSGLQPSAGQFFASLDPINEASAILSPLNSNPRNSVQHQFQDTFPGPYAVLTKDTMPQTYKRKRSWSRAVFSNLQRKGLEKRFEIQKY.... Protein 2 (ENSG00000109536) has sequence MAEYSYVKSTKLVLKGTKTKSKKKKSKDKKRKREEDEETQLDIVGIWWTVTNFGEISGTIAIEMDKGTYIHALDNGLFTLGAPHKEVDEGPSPPEQFTAVKLSDSRIALKSGYGKYLGINSDGLVVGRSDAIGPREQWEPVFQNGKMALLASNSCFIRCNEAGDIEAKSKTAGEEEMIKIRSCAERETKKKDDIPEEDKGNVKQCEINYVKKFQSFQDHKLKISKEDSKILKKARKDGFLHETLLDRRAKLKADRYCK*IRSCAERETKKKDDIPEEDKGNVKQCEINYVWSLALSPRLE.... Result: 0 (the proteins do not interact).